Dataset: Full USPTO retrosynthesis dataset with 1.9M reactions from patents (1976-2016). Task: Predict the reactants needed to synthesize the given product. (1) Given the product [O:1]1[CH2:6][CH2:5][CH2:4][CH2:3][CH:2]1[N:7]1[C:15]2[C:10](=[CH:11][C:12]([C:16]3[N:20]=[CH:19][N:18]([C:21]([C:28]4[CH:33]=[CH:32][CH:31]=[CH:30][CH:29]=4)([C:22]4[CH:27]=[CH:26][CH:25]=[CH:24][CH:23]=4)[C:34]4[CH:35]=[CH:36][CH:37]=[CH:38][CH:39]=4)[N:17]=3)=[CH:13][CH:14]=2)[C:9]([C:40]2[CH:41]=[C:42]([NH:46][C:54](=[O:55])[CH2:53][C:47]3[CH:52]=[CH:51][CH:50]=[CH:49][CH:48]=3)[CH:43]=[CH:44][CH:45]=2)=[N:8]1, predict the reactants needed to synthesize it. The reactants are: [O:1]1[CH2:6][CH2:5][CH2:4][CH2:3][CH:2]1[N:7]1[C:15]2[C:10](=[CH:11][C:12]([C:16]3[N:20]=[CH:19][N:18]([C:21]([C:34]4[CH:39]=[CH:38][CH:37]=[CH:36][CH:35]=4)([C:28]4[CH:33]=[CH:32][CH:31]=[CH:30][CH:29]=4)[C:22]4[CH:27]=[CH:26][CH:25]=[CH:24][CH:23]=4)[N:17]=3)=[CH:13][CH:14]=2)[C:9]([C:40]2[CH:41]=[C:42]([NH2:46])[CH:43]=[CH:44][CH:45]=2)=[N:8]1.[C:47]1([CH2:53][C:54](Cl)=[O:55])[CH:52]=[CH:51][CH:50]=[CH:49][CH:48]=1.C(N(CC)CC)C. (2) Given the product [C:14]1([O:13][C:11](=[O:12])[NH:1][C:2]2[CH:7]=[N:6][C:5]([C:8]#[N:9])=[CH:4][N:3]=2)[CH:19]=[CH:18][CH:17]=[CH:16][CH:15]=1, predict the reactants needed to synthesize it. The reactants are: [NH2:1][C:2]1[CH:7]=[N:6][C:5]([C:8]#[N:9])=[CH:4][N:3]=1.Cl[C:11]([O:13][C:14]1[CH:19]=[CH:18][CH:17]=[CH:16][CH:15]=1)=[O:12]. (3) Given the product [F:17][C:14]1[CH:15]=[CH:16][C:11]([C@@H:9]([NH:8][C:6]2[CH:5]=[C:4]([CH3:18])[CH:3]=[C:2]([NH:19][C:20]3[CH:25]=[N:24][CH:23]=[CH:22][N:21]=3)[N:7]=2)[CH3:10])=[CH:12][CH:13]=1, predict the reactants needed to synthesize it. The reactants are: Cl[C:2]1[N:7]=[C:6]([NH:8][C@H:9]([C:11]2[CH:16]=[CH:15][C:14]([F:17])=[CH:13][CH:12]=2)[CH3:10])[CH:5]=[C:4]([CH3:18])[CH:3]=1.[NH2:19][C:20]1[CH:25]=[N:24][CH:23]=[CH:22][N:21]=1.C1(P(C2CCCCC2)C2C=CC=CC=2C2C(C(C)C)=CC(C(C)C)=CC=2C(C)C)CCCCC1.CC(C)([O-])C.[Na+]. (4) The reactants are: CS(O[C@@H:6]([C:8]#[CH:9])[CH3:7])(=O)=O.[C:10]([O:14][C:15](=[O:21])[NH:16][CH2:17][CH2:18][CH2:19][NH2:20])([CH3:13])([CH3:12])[CH3:11].C(=O)([O-])[O-].[K+].[K+]. Given the product [C:10]([O:14][C:15](=[O:21])[NH:16][CH2:17][CH2:18][CH2:19][NH:20][C@H:6]([C:8]#[CH:9])[CH3:7])([CH3:13])([CH3:11])[CH3:12], predict the reactants needed to synthesize it.